Task: Predict the product of the given reaction.. Dataset: Forward reaction prediction with 1.9M reactions from USPTO patents (1976-2016) (1) Given the reactants [CH3:1]NCCNC.C[Al](C)C.[N:11]1([C:17]([C:19]2[CH:20]=[CH:21][C:22]([C:25]3[N:33]4[C:28]([CH:29]=[CH:30][CH:31]=[CH:32]4)=[CH:27][C:26]=3[C:34]([O:36]CC)=O)=[N:23][CH:24]=2)=[O:18])[CH2:16][CH2:15][O:14][CH2:13][CH2:12]1, predict the reaction product. The product is: [N:11]1([C:17]([C:19]2[CH:20]=[CH:21][C:22]([C:25]3[N:33]4[C:28]([CH:29]=[CH:30][CH:31]=[CH:32]4)=[CH:27][C:26]=3[C:34](=[O:36])[CH3:1])=[N:23][CH:24]=2)=[O:18])[CH2:16][CH2:15][O:14][CH2:13][CH2:12]1. (2) Given the reactants [OH-:1].[K+].[NH2:3][C:4]1[N:9]=[C:8]([CH3:10])[C:7]([CH2:11][C:12]2[CH:13]=[C:14]([CH2:18][C:19]#N)[CH:15]=[CH:16][CH:17]=2)=[C:6]([NH:21][CH2:22][CH2:23][CH2:24][CH2:25][CH3:26])[N:5]=1.[CH3:27][OH:28], predict the reaction product. The product is: [NH2:3][C:4]1[N:9]=[C:8]([CH3:10])[C:7]([CH2:11][C:12]2[CH:13]=[C:14]([CH2:18][C:19]([O:28][CH3:27])=[O:1])[CH:15]=[CH:16][CH:17]=2)=[C:6]([NH:21][CH2:22][CH2:23][CH2:24][CH2:25][CH3:26])[N:5]=1. (3) Given the reactants [CH2:1]([O:4][C:5]([NH:7][C:8]1([C:11]2[CH:23]=[CH:22][C:14]([C:15]([O:17]C(C)(C)C)=[O:16])=[CH:13][CH:12]=2)[CH2:10][CH2:9]1)=[O:6])[CH:2]=[CH2:3], predict the reaction product. The product is: [CH2:1]([O:4][C:5]([NH:7][C:8]1([C:11]2[CH:12]=[CH:13][C:14]([C:15]([OH:17])=[O:16])=[CH:22][CH:23]=2)[CH2:10][CH2:9]1)=[O:6])[CH:2]=[CH2:3]. (4) Given the reactants F[C:2]1[CH:7]=[CH:6][C:5]([S:8]([NH:11][CH2:12][C:13]([O:15][C:16]([CH3:19])([CH3:18])[CH3:17])=[O:14])(=[O:10])=[O:9])=[CH:4][CH:3]=1.[C:20]1([SH:26])[CH:25]=[CH:24][CH:23]=[CH:22][CH:21]=1.C(=O)([O-])[O-].[K+].[K+].C(OCC)(=O)C, predict the reaction product. The product is: [CH3:17][C:16]([O:15][C:13](=[O:14])[CH2:12][NH:11][S:8]([C:5]1[CH:6]=[CH:7][C:2]([S:26][C:20]2[CH:25]=[CH:24][CH:23]=[CH:22][CH:21]=2)=[CH:3][CH:4]=1)(=[O:10])=[O:9])([CH3:19])[CH3:18]. (5) Given the reactants [CH3:1][C:2]1[N:11]([CH2:12][O:13][CH2:14][CH2:15][Si:16]([CH3:19])([CH3:18])[CH3:17])[C:5]2=[N:6][CH:7]=[C:8]([NH2:10])[N:9]=[C:4]2[CH:3]=1.[CH:20]1([N:26]=[C:27]=[O:28])[CH2:25][CH2:24][CH2:23][CH2:22][CH2:21]1, predict the reaction product. The product is: [CH:20]1([NH:26][C:27]([NH:10][C:8]2[N:9]=[C:4]3[CH:3]=[C:2]([CH3:1])[N:11]([CH2:12][O:13][CH2:14][CH2:15][Si:16]([CH3:18])([CH3:17])[CH3:19])[C:5]3=[N:6][CH:7]=2)=[O:28])[CH2:25][CH2:24][CH2:23][CH2:22][CH2:21]1.